From a dataset of Forward reaction prediction with 1.9M reactions from USPTO patents (1976-2016). Predict the product of the given reaction. Given the reactants C[O:2][C:3]([C:5]1[CH:14]=[CH:13][C:12]2[C:11](=[O:15])[NH:10][CH:9]=[CH:8][C:7]=2[N:6]=1)=[O:4], predict the reaction product. The product is: [O:15]=[C:11]1[NH:10][CH:9]=[CH:8][C:7]2[N:6]=[C:5]([C:3]([OH:4])=[O:2])[CH:14]=[CH:13][C:12]1=2.